This data is from NCI-60 drug combinations with 297,098 pairs across 59 cell lines. The task is: Regression. Given two drug SMILES strings and cell line genomic features, predict the synergy score measuring deviation from expected non-interaction effect. (1) Drug 1: CCCS(=O)(=O)NC1=C(C(=C(C=C1)F)C(=O)C2=CNC3=C2C=C(C=N3)C4=CC=C(C=C4)Cl)F. Drug 2: C1=CN(C=N1)CC(O)(P(=O)(O)O)P(=O)(O)O. Cell line: SK-MEL-28. Synergy scores: CSS=20.6, Synergy_ZIP=-4.99, Synergy_Bliss=-9.54, Synergy_Loewe=-24.7, Synergy_HSA=-10.2. (2) Drug 1: C1C(C(OC1N2C=NC3=C(N=C(N=C32)Cl)N)CO)O. Drug 2: B(C(CC(C)C)NC(=O)C(CC1=CC=CC=C1)NC(=O)C2=NC=CN=C2)(O)O. Cell line: HS 578T. Synergy scores: CSS=27.0, Synergy_ZIP=-3.83, Synergy_Bliss=-6.85, Synergy_Loewe=-35.6, Synergy_HSA=-6.12. (3) Drug 1: CC12CCC(CC1=CCC3C2CCC4(C3CC=C4C5=CN=CC=C5)C)O. Drug 2: COC1=CC(=CC(=C1O)OC)C2C3C(COC3=O)C(C4=CC5=C(C=C24)OCO5)OC6C(C(C7C(O6)COC(O7)C8=CC=CS8)O)O. Cell line: IGROV1. Synergy scores: CSS=36.1, Synergy_ZIP=-1.06, Synergy_Bliss=3.59, Synergy_Loewe=-18.6, Synergy_HSA=5.39. (4) Drug 1: C1=C(C(=O)NC(=O)N1)F. Cell line: UACC62. Synergy scores: CSS=36.7, Synergy_ZIP=-4.02, Synergy_Bliss=-4.97, Synergy_Loewe=-7.01, Synergy_HSA=-3.23. Drug 2: B(C(CC(C)C)NC(=O)C(CC1=CC=CC=C1)NC(=O)C2=NC=CN=C2)(O)O.